This data is from Reaction yield outcomes from USPTO patents with 853,638 reactions. The task is: Predict the reaction yield, written as a fraction of the theoretical maximum amount of product (1.0 means a 100% yield; for example, 0.34 means a 34% yield). The reactants are [NH:1]1[C:10]2[CH2:9][CH2:8][CH2:7][CH2:6][C:5]=2[C:4](=[O:11])[NH:3][C:2]1=[O:12].C[Si](C)(C)N[Si](C)(C)C.S(=O)(=O)(O)O.Br[CH2:28][C:29]1[CH:30]=[C:31]([CH:36]=[CH:37][CH:38]=1)[C:32]([O:34][CH3:35])=[O:33]. The catalyst is C1(C)C=CC=CC=1.O1CCOCC1.CO. The product is [CH3:35][O:34][C:32]([C:31]1[CH:30]=[C:29]([CH:38]=[CH:37][CH:36]=1)[CH2:28][N:1]1[C:10]2[CH2:9][CH2:8][CH2:7][CH2:6][C:5]=2[C:4](=[O:11])[NH:3][C:2]1=[O:12])=[O:33]. The yield is 0.120.